Dataset: NCI-60 drug combinations with 297,098 pairs across 59 cell lines. Task: Regression. Given two drug SMILES strings and cell line genomic features, predict the synergy score measuring deviation from expected non-interaction effect. (1) Synergy scores: CSS=37.8, Synergy_ZIP=7.78, Synergy_Bliss=16.3, Synergy_Loewe=17.0, Synergy_HSA=17.2. Cell line: 786-0. Drug 2: CC1=C(C(=O)C2=C(C1=O)N3CC4C(C3(C2COC(=O)N)OC)N4)N. Drug 1: CS(=O)(=O)C1=CC(=C(C=C1)C(=O)NC2=CC(=C(C=C2)Cl)C3=CC=CC=N3)Cl. (2) Drug 1: CC1CCCC2(C(O2)CC(NC(=O)CC(C(C(=O)C(C1O)C)(C)C)O)C(=CC3=CSC(=N3)C)C)C. Drug 2: CC1C(C(CC(O1)OC2CC(CC3=C2C(=C4C(=C3O)C(=O)C5=CC=CC=C5C4=O)O)(C(=O)C)O)N)O. Cell line: NCI-H226. Synergy scores: CSS=63.3, Synergy_ZIP=4.37, Synergy_Bliss=4.55, Synergy_Loewe=6.25, Synergy_HSA=6.07.